From a dataset of Reaction yield outcomes from USPTO patents with 853,638 reactions. Predict the reaction yield, written as a fraction of the theoretical maximum amount of product (1.0 means a 100% yield; for example, 0.34 means a 34% yield). (1) The reactants are [NH2:1][C:2]1[C:10]2[C:5](=[CH:6][CH:7]=[C:8]([NH2:11])[CH:9]=2)[N:4]([C:12]2[CH:17]=[CH:16][C:15]([O:18][C:19]3[CH:24]=[CH:23][CH:22]=[CH:21][CH:20]=3)=[CH:14][CH:13]=2)[C:3]=1[C:25]([NH2:27])=[O:26].CCN(C(C)C)C(C)C.[C:37](Cl)(=[O:40])[CH:38]=[CH2:39]. The yield is 0.149. The catalyst is C(Cl)Cl. The product is [C:37]([NH:11][C:8]1[CH:9]=[C:10]2[C:5](=[CH:6][CH:7]=1)[N:4]([C:12]1[CH:13]=[CH:14][C:15]([O:18][C:19]3[CH:24]=[CH:23][CH:22]=[CH:21][CH:20]=3)=[CH:16][CH:17]=1)[C:3]([C:25]([NH2:27])=[O:26])=[C:2]2[NH2:1])(=[O:40])[CH:38]=[CH2:39]. (2) The yield is 0.120. The reactants are Br[C:2]1[C:6]2=[N:7][C:8]([C:11]3[O:12][C:13]([CH3:16])=[N:14][N:15]=3)=[CH:9][CH:10]=[C:5]2[O:4][CH:3]=1.[CH2:17]([S:19][C:20]1[CH:25]=[CH:24][C:23](B(O)O)=[CH:22][CH:21]=1)[CH3:18]. No catalyst specified. The product is [CH2:17]([S:19][C:20]1[CH:25]=[CH:24][C:23]([C:2]2[C:6]3=[N:7][C:8]([C:11]4[O:12][C:13]([CH3:16])=[N:14][N:15]=4)=[CH:9][CH:10]=[C:5]3[O:4][CH:3]=2)=[CH:22][CH:21]=1)[CH3:18]. (3) The reactants are [CH3:1][O:2][C:3](=[O:39])[CH:4]([C:9]1[CH:14]=[CH:13][C:12]([NH:15][C:16]([C:18]2[N:19](COCC[Si](C)(C)C)[CH:20]=[C:21]([C:23]#[N:24])[N:22]=2)=[O:17])=[C:11]([C:33]2[CH2:38][CH2:37][CH2:36][CH2:35][CH:34]=2)[CH:10]=1)[C:5]([O:7][CH3:8])=[O:6].C(O)(C(F)(F)F)=O. The catalyst is C(Cl)Cl. The product is [CH3:8][O:7][C:5](=[O:6])[CH:4]([C:9]1[CH:14]=[CH:13][C:12]([NH:15][C:16]([C:18]2[NH:19][CH:20]=[C:21]([C:23]#[N:24])[N:22]=2)=[O:17])=[C:11]([C:33]2[CH2:38][CH2:37][CH2:36][CH2:35][CH:34]=2)[CH:10]=1)[C:3]([O:2][CH3:1])=[O:39]. The yield is 0.840. (4) The reactants are [O:1]1[CH2:5][CH2:4][O:3][CH:2]1[C:6]1[CH:11]=[CH:10][CH:9]=[C:8]([CH3:12])[N+:7]=1[O-].C(O)(C(F)(F)F)=[O:15]. The catalyst is C(Cl)Cl. The product is [O:1]1[CH2:5][CH2:4][O:3][CH:2]1[C:6]1[N:7]=[C:8]([CH2:12][OH:15])[CH:9]=[CH:10][CH:11]=1. The yield is 0.840. (5) The reactants are [ClH:1].C(OC(=O)[NH:8][CH2:9][C:10]1[CH:15]=[CH:14][C:13]([CH2:16][O:17][C:18]2[CH:23]=[CH:22][C:21]([C:24](=[O:29])[CH2:25][CH:26]([CH3:28])[CH3:27])=[C:20]([OH:30])[C:19]=2[C:31]([F:34])([F:33])[F:32])=[CH:12][CH:11]=1)(C)(C)C. The catalyst is O1CCOCC1.C(OCC)(=O)C. The product is [ClH:1].[NH2:8][CH2:9][C:10]1[CH:11]=[CH:12][C:13]([CH2:16][O:17][C:18]2[CH:23]=[CH:22][C:21]([C:24](=[O:29])[CH2:25][CH:26]([CH3:28])[CH3:27])=[C:20]([OH:30])[C:19]=2[C:31]([F:32])([F:33])[F:34])=[CH:14][CH:15]=1. The yield is 0.770. (6) The product is [CH2:33]([CH:34]([NH:37][CH2:27][C:24]1[CH:23]=[CH:22][C:21]([C:18]2[CH:19]=[C:20]3[C:15](=[C:16]([C:29]([NH2:31])=[O:30])[CH:17]=2)[NH:14][CH:13]=[C:12]3[CH:9]2[CH2:10][CH2:11][N:6]([S:3]([CH2:1][CH3:2])(=[O:4])=[O:5])[CH2:7][CH2:8]2)=[CH:26][CH:25]=1)[CH2:35][CH3:36])[CH3:32]. The catalyst is CS(C)=O.C(O)(=O)C. The reactants are [CH2:1]([S:3]([N:6]1[CH2:11][CH2:10][CH:9]([C:12]2[C:20]3[C:15](=[C:16]([C:29]([NH2:31])=[O:30])[CH:17]=[C:18]([C:21]4[CH:26]=[CH:25][C:24]([CH:27]=O)=[CH:23][CH:22]=4)[CH:19]=3)[NH:14][CH:13]=2)[CH2:8][CH2:7]1)(=[O:5])=[O:4])[CH3:2].[CH3:32][CH2:33][CH:34]([NH2:37])[CH2:35][CH3:36].C(O[BH-](OC(=O)C)OC(=O)C)(=O)C.[Na+]. The yield is 0.740. (7) The catalyst is O. The product is [Br:1][C:2]1[CH:3]=[C:4]([O:10][C:11]2[C:12]([CH3:17])=[N:13][CH:14]=[CH:15][CH:16]=2)[C:5]([C:8]([NH2:9])=[O:19])=[N:6][CH:7]=1. The reactants are [Br:1][C:2]1[CH:3]=[C:4]([O:10][C:11]2[C:12]([CH3:17])=[N:13][CH:14]=[CH:15][CH:16]=2)[C:5]([C:8]#[N:9])=[N:6][CH:7]=1.S(=O)(=O)(O)[OH:19].[OH-].[Na+]. The yield is 0.989. (8) The reactants are CC1(C)C(C)(C)OB([C:9]2[CH:10]=[C:11]3[C:15](=[CH:16][CH:17]=2)[C:14](=[O:18])[CH2:13][CH2:12]3)O1.C(=O)([O-])[O-].[Cs+].[Cs+].Br[C:27]1[CH:32]=[CH:31][C:30]([O:33][CH3:34])=[C:29]([O:35][CH2:36][CH:37]2[CH2:39][CH2:38]2)[C:28]=1[O:40][CH3:41]. The catalyst is O1CCOCC1.C1C=CC([P]([Pd]([P](C2C=CC=CC=2)(C2C=CC=CC=2)C2C=CC=CC=2)([P](C2C=CC=CC=2)(C2C=CC=CC=2)C2C=CC=CC=2)[P](C2C=CC=CC=2)(C2C=CC=CC=2)C2C=CC=CC=2)(C2C=CC=CC=2)C2C=CC=CC=2)=CC=1. The product is [CH:37]1([CH2:36][O:35][C:29]2[C:28]([O:40][CH3:41])=[C:27]([C:9]3[CH:10]=[C:11]4[C:15](=[CH:16][CH:17]=3)[C:14](=[O:18])[CH2:13][CH2:12]4)[CH:32]=[CH:31][C:30]=2[O:33][CH3:34])[CH2:38][CH2:39]1. The yield is 0.423. (9) The reactants are [Br:1][C:2]1[CH:7]=[CH:6][C:5]([C:8]([C:10]2[CH:15]=[CH:14][C:13]([OH:16])=[C:12]([F:17])[CH:11]=2)=O)=[CH:4][CH:3]=1.[CH3:18][C:19]1([CH3:28])[CH2:24][C:23](=O)[CH2:22][C:21]([CH3:27])([CH3:26])[O:20]1.C([O-])([O-])=O.[K+].[K+]. The catalyst is C1COCC1.[Zn].Cl[Ti](Cl)(Cl)Cl. The product is [Br:1][C:2]1[CH:7]=[CH:6][C:5]([C:8](=[C:23]2[CH2:22][C:21]([CH3:27])([CH3:26])[O:20][C:19]([CH3:28])([CH3:18])[CH2:24]2)[C:10]2[CH:15]=[CH:14][C:13]([OH:16])=[C:12]([F:17])[CH:11]=2)=[CH:4][CH:3]=1. The yield is 0.940.